Dataset: Full USPTO retrosynthesis dataset with 1.9M reactions from patents (1976-2016). Task: Predict the reactants needed to synthesize the given product. (1) Given the product [F:19][C:14]1[CH:13]=[C:12]([CH:17]=[C:16]([F:18])[CH:15]=1)[C:11]([N:10]=[C:2]1[N:3]([CH:28]([CH3:34])[C:29]([O:31][CH2:32][CH3:33])=[O:30])[C:4]2[CH:9]=[CH:8][CH:7]=[CH:6][C:5]=2[S:1]1)=[O:20], predict the reactants needed to synthesize it. The reactants are: [S:1]1[C:5]2[CH:6]=[CH:7][CH:8]=[CH:9][C:4]=2[N:3]=[C:2]1[NH:10][C:11](=[O:20])[C:12]1[CH:17]=[C:16]([F:18])[CH:15]=[C:14]([F:19])[CH:13]=1.C(=O)([O-])[O-].[K+].[K+].Br[CH:28]([CH3:34])[C:29]([O:31][CH2:32][CH3:33])=[O:30]. (2) The reactants are: [F:1][C:2]([F:18])([F:17])[C:3]([N:5]1[CH2:11][CH2:10][C:9]2[CH:12]=[C:13](I)[CH:14]=[CH:15][C:8]=2[CH2:7][CH2:6]1)=[O:4].I[C:20]1[CH:21]=[C:22]2[C:26](=[CH:27][CH:28]=1)[CH2:25]N(C(C1C=CC=CC=1)(C1C=CC=CC=1)C1C=CC=CC=1)[CH2:23]2. Given the product [F:1][C:2]([F:18])([F:17])[C:3]([N:5]1[CH2:11][CH2:10][C:9]2[CH:12]=[C:13]([C:23]#[C:22][CH2:21][CH2:20][CH2:28][CH2:27][CH2:26][CH3:25])[CH:14]=[CH:15][C:8]=2[CH2:7][CH2:6]1)=[O:4], predict the reactants needed to synthesize it. (3) Given the product [CH2:31]([CH:10]1[N:11]2[CH2:20][CH2:19][C:18]3[C:13]([C:12]2=[C:3]([CH2:1][CH3:2])[C:4]2[CH:5]=[CH:6][C:7]([O:26][CH3:27])=[C:8]([O:24][CH3:25])[C:9]1=2)=[CH:14][C:15]1[O:23][CH2:22][O:21][C:16]=1[CH:17]=3)[CH:30]=[CH2:29], predict the reactants needed to synthesize it. The reactants are: [CH2:1]([C:3]1[C:4]2[CH:5]=[CH:6][C:7]([O:26][CH3:27])=[C:8]([O:24][CH3:25])[C:9]=2[CH2:10][NH+:11]2[CH2:20][CH2:19][C:18]3[C:13](=[CH:14][C:15]4[O:23][CH2:22][O:21][C:16]=4[CH:17]=3)[C:12]=12)[CH3:2].[I-].[CH2:29]([Mg]Cl)[CH:30]=[CH2:31].O1CCCC1.